From a dataset of Reaction yield outcomes from USPTO patents with 853,638 reactions. Predict the reaction yield, written as a fraction of the theoretical maximum amount of product (1.0 means a 100% yield; for example, 0.34 means a 34% yield). (1) The reactants are Br[C:2]1[C:11]([CH2:12][N:13]2[CH2:18][CH2:17][O:16][CH2:15][CH2:14]2)=[CH:10][C:5]([C:6]([O:8][CH3:9])=[O:7])=[C:4]([OH:19])[CH:3]=1.[CH3:20][N:21]1[CH:25]=[C:24](B2OC(C)(C)C(C)(C)O2)[CH:23]=[N:22]1.P([O-])([O-])([O-])=O.[K+].[K+].[K+].C(=O)([O-])[O-].[Cs+].[Cs+].[F:49][C:50]1[CH:57]=[CH:56][C:53]([CH2:54]Br)=[CH:52][CH:51]=1. The catalyst is COCCOC.C1C=CC([P]([Pd]([P](C2C=CC=CC=2)(C2C=CC=CC=2)C2C=CC=CC=2)([P](C2C=CC=CC=2)(C2C=CC=CC=2)C2C=CC=CC=2)[P](C2C=CC=CC=2)(C2C=CC=CC=2)C2C=CC=CC=2)(C2C=CC=CC=2)C2C=CC=CC=2)=CC=1.C(OCC)(=O)C.O. The product is [NH3:13].[F:49][C:50]1[CH:57]=[CH:56][C:53]([CH2:54][O:19][C:4]2[CH:3]=[C:2]([C:24]3[CH:23]=[N:22][N:21]([CH3:20])[CH:25]=3)[C:11]([CH2:12][N:13]3[CH2:18][CH2:17][O:16][CH2:15][CH2:14]3)=[CH:10][C:5]=2[C:6]([O:8][CH3:9])=[O:7])=[CH:52][CH:51]=1. The yield is 0.100. (2) The reactants are [Cl:1][C:2]1[N:7]=[C:6](Cl)[CH:5]=[CH:4][N:3]=1.[C:9]([NH2:13])([CH3:12])([CH3:11])[CH3:10]. No catalyst specified. The product is [C:9]([NH:13][C:6]1[CH:5]=[CH:4][N:3]=[C:2]([Cl:1])[N:7]=1)([CH3:12])([CH3:11])[CH3:10]. The yield is 0.630. (3) The reactants are [NH2:1][C:2]1[CH:6]=[CH:5][N:4]([CH:7]2[CH2:10][N:9]([C:11]([O:13][C:14]([CH3:17])([CH3:16])[CH3:15])=[O:12])[CH2:8]2)[N:3]=1.Br[C:19]1[C:20](=[O:27])[N:21]([CH3:26])[N:22]=[C:23]([Cl:25])[CH:24]=1.C(=O)([O-])[O-].[Cs+].[Cs+].CC1(C)C2C(=C(P(C3C=CC=CC=3)C3C=CC=CC=3)C=CC=2)OC2C(P(C3C=CC=CC=3)C3C=CC=CC=3)=CC=CC1=2. The catalyst is C(OCC)(=O)C.O.C1C=CC(/C=C/C(/C=C/C2C=CC=CC=2)=O)=CC=1.C1C=CC(/C=C/C(/C=C/C2C=CC=CC=2)=O)=CC=1.C1C=CC(/C=C/C(/C=C/C2C=CC=CC=2)=O)=CC=1.[Pd].[Pd].O1CCOCC1. The product is [Cl:25][C:23]1[CH:24]=[C:19]([NH:1][C:2]2[CH:6]=[CH:5][N:4]([CH:7]3[CH2:8][N:9]([C:11]([O:13][C:14]([CH3:17])([CH3:16])[CH3:15])=[O:12])[CH2:10]3)[N:3]=2)[C:20](=[O:27])[N:21]([CH3:26])[N:22]=1. The yield is 0.730. (4) The reactants are [Br:1][C:2]1[C:3]([F:12])=[C:4]([CH:8]=[C:9]([CH3:11])[CH:10]=1)C(O)=O.CC[N:15]([CH:19](C)C)C(C)C.C1C=CC(P(N=[N+]=[N-])(C2C=CC=CC=2)=[O:29])=CC=1.[CH3:39][C:40]([OH:43])([CH3:42])[CH3:41]. The catalyst is C1(C)C=CC=CC=1. The product is [Br:1][C:2]1[C:3]([F:12])=[C:4]([NH:15][C:19](=[O:29])[O:43][C:40]([CH3:42])([CH3:41])[CH3:39])[CH:8]=[C:9]([CH3:11])[CH:10]=1. The yield is 0.360.